Dataset: Forward reaction prediction with 1.9M reactions from USPTO patents (1976-2016). Task: Predict the product of the given reaction. (1) The product is: [Cl:17][C:13]1[CH:14]=[C:15]([CH3:16])[C:10]2[O:9][CH:8]([CH:18]([CH3:20])[CH3:19])[C:7](=[O:21])[N:6]([CH2:5][CH2:4][C:3]([OH:22])=[O:2])[C:11]=2[CH:12]=1. Given the reactants C[O:2][C:3](=[O:22])[CH2:4][CH2:5][N:6]1[C:11]2[CH:12]=[C:13]([Cl:17])[CH:14]=[C:15]([CH3:16])[C:10]=2[O:9][CH:8]([CH:18]([CH3:20])[CH3:19])[C:7]1=[O:21].[OH-].[Na+], predict the reaction product. (2) Given the reactants [CH2:1]([N:8]1[CH2:14][C:13]2[N:15]=[CH:16][C:17](Cl)=[N:18][C:12]=2[O:11][C@@H:10]([CH3:20])[CH2:9]1)[C:2]1[CH:7]=[CH:6][CH:5]=[CH:4][CH:3]=1.[NH:21]1[CH2:26][CH2:25][O:24][CH2:23][CH2:22]1.CC(C1C=C(C(C)C)C(C2C=CC=CC=2P(C2CCCCC2)C2CCCCC2)=C(C(C)C)C=1)C.CC(C)([O-])C.[Na+], predict the reaction product. The product is: [CH2:1]([N:8]1[CH2:14][C:13]2[N:15]=[CH:16][C:17]([N:21]3[CH2:26][CH2:25][O:24][CH2:23][CH2:22]3)=[N:18][C:12]=2[O:11][C@@H:10]([CH3:20])[CH2:9]1)[C:2]1[CH:7]=[CH:6][CH:5]=[CH:4][CH:3]=1. (3) Given the reactants [F:1][C:2]1[CH:10]=[CH:9][CH:8]=[C:7]2[C:3]=1[C:4]([C:18]([O:20][CH3:21])=[O:19])=[N:5][N:6]2[C:11]1[CH:16]=[C:15](I)[CH:14]=[CH:13][N:12]=1.[C:22]([C@:24]1([OH:31])[CH2:28][CH2:27][N:26]([CH3:29])[C:25]1=[O:30])#[CH:23], predict the reaction product. The product is: [F:1][C:2]1[CH:10]=[CH:9][CH:8]=[C:7]2[C:3]=1[C:4]([C:18]([O:20][CH3:21])=[O:19])=[N:5][N:6]2[C:11]1[CH:16]=[C:15]([C:23]#[C:22][C@:24]2([OH:31])[CH2:28][CH2:27][N:26]([CH3:29])[C:25]2=[O:30])[CH:14]=[CH:13][N:12]=1. (4) The product is: [F:19][C:17]1[CH:18]=[C:13]([NH:12][C:5]2[CH:4]=[CH:3][C:2]([F:1])=[CH:7][C:30]=2[N+:28]([O-:23])=[O:26])[CH:14]=[N:15][CH:16]=1. Given the reactants [F:1][C:2]1[CH:7]=C(F)[CH:5]=[CH:4][C:3]=1[N+]([O-])=O.[NH2:12][C:13]1[CH:14]=[N:15][CH:16]=[C:17]([F:19])[CH:18]=1.CC(C)([O-:23])C.[K+].[OH2:26].C[N:28]([CH:30]=O)C, predict the reaction product. (5) Given the reactants CC1C=CC(S(OCC2CC3C=C(F)C=C(C4C=CC=CC=4C(F)(F)F)C=3O2)(=O)=O)=CC=1.[N-]=[N+]=[N-].[Na+].N(CC1CC2C=C(Cl)C=C(C3C=CSC=3)C=2O1)=[N+]=[N-].[N:56]([CH2:59][CH:60]1[CH2:64][C:63]2[CH:65]=[C:66]([F:79])[CH:67]=[C:68]([C:69]3[CH:74]=[CH:73][CH:72]=[CH:71][C:70]=3[C:75]([F:78])([F:77])[F:76])[C:62]=2[O:61]1)=[N+]=[N-].[N-]=[N+]=[N-].C1(P(C2C=CC=CC=2)C2C=CC=CC=2)C=CC=CC=1, predict the reaction product. The product is: [F:79][C:66]1[CH:67]=[C:68]([C:69]2[CH:74]=[CH:73][CH:72]=[CH:71][C:70]=2[C:75]([F:78])([F:76])[F:77])[C:62]2[O:61][CH:60]([CH2:59][NH2:56])[CH2:64][C:63]=2[CH:65]=1. (6) Given the reactants C[O:2][C:3](=[O:28])[C@@H:4]([NH:20]C(OC(C)(C)C)=O)[CH2:5][CH2:6][C:7](=[O:19])[NH:8][C:9]1[S:10][C:11]2[CH:17]=[C:16](F)[CH:15]=[CH:14][C:12]=2[N:13]=1.C(N(CC)C(C)C)(C)C.FC1C=CC2N=C(N)SC=2C=1.N1([OH:58])C2C=CC=CC=2N=N1.Cl.CN(C)CCCN=C=NCC, predict the reaction product. The product is: [NH2:8][C:9]1[S:10][C:11]2[CH:17]=[CH:16][CH:15]=[CH:14][C:12]=2[N:13]=1.[NH2:20][C@H:4]([C:3]([OH:2])=[O:28])[CH2:5][CH2:6][C:7]([OH:19])=[O:58].